The task is: Predict the product of the given reaction.. This data is from Forward reaction prediction with 1.9M reactions from USPTO patents (1976-2016). (1) Given the reactants [CH2:1]([O:3][C:4]1[CH:11]=[CH:10][C:7]([CH:8]=O)=[C:6]([N+:12]([O-])=O)[CH:5]=1)[CH3:2].[NH2:15][C:16]1[CH:33]=[CH:32][C:19]([O:20][CH2:21][C@@H:22]([NH:24][C:25](=[O:31])[O:26][C:27]([CH3:30])([CH3:29])[CH3:28])[CH3:23])=[CH:18][CH:17]=1, predict the reaction product. The product is: [CH2:1]([O:3][C:4]1[CH:11]=[CH:10][C:7]2[C:6]([CH:5]=1)=[N:12][N:15]([C:16]1[CH:17]=[CH:18][C:19]([O:20][CH2:21][C@@H:22]([NH:24][C:25](=[O:31])[O:26][C:27]([CH3:28])([CH3:29])[CH3:30])[CH3:23])=[CH:32][CH:33]=1)[CH:8]=2)[CH3:2]. (2) Given the reactants [F:1][C:2]1[CH:7]=[C:6]([CH:8]=[CH2:9])[CH:5]=[C:4]([F:10])[C:3]=1[C:11]1[N:16]=[C:15]([C:17]([NH:19][C:20]2[CH:21]=[N:22][CH:23]=[CH:24][C:25]=2[C@@H:26]2[CH2:31][C@H:30]([CH3:32])[CH2:29][C@H:28]([NH:33][C:34](=[O:40])[O:35][C:36]([CH3:39])([CH3:38])[CH3:37])[CH2:27]2)=[O:18])[CH:14]=[CH:13][C:12]=1[F:41].C[N+]1([O-])CC[O:46]CC1.[CH3:50][C:51]([CH3:53])=[O:52].[OH2:54], predict the reaction product. The product is: [OH:52][C@@H:51]([C:53]1[CH:7]=[C:2]([F:1])[C:3]([C:11]2[N:16]=[C:15]([C:17]([NH:19][C:20]3[CH:21]=[N:22][CH:23]=[CH:24][C:25]=3[C@@H:26]3[CH2:31][C@H:30]([CH3:32])[CH2:29][C@H:28]([NH:33][C:34](=[O:40])[O:35][C:36]([CH3:39])([CH3:38])[CH3:37])[CH2:27]3)=[O:18])[CH:14]=[CH:13][C:12]=2[F:41])=[C:4]([F:10])[CH:5]=1)[CH2:50][OH:46].[OH:54][C@H:8]([C:6]1[CH:7]=[C:2]([F:1])[C:3]([C:11]2[N:16]=[C:15]([C:17]([NH:19][C:20]3[CH:21]=[N:22][CH:23]=[CH:24][C:25]=3[C@@H:26]3[CH2:31][C@H:30]([CH3:32])[CH2:29][C@H:28]([NH:33][C:34](=[O:40])[O:35][C:36]([CH3:39])([CH3:38])[CH3:37])[CH2:27]3)=[O:18])[CH:14]=[CH:13][C:12]=2[F:41])=[C:4]([F:10])[CH:5]=1)[CH2:9][OH:46]. (3) Given the reactants CON(C)[C:4]([C:6]1[CH:7]=[N:8][O:9][C:10]=1[CH3:11])=[O:5].[CH3:13][Mg]Br, predict the reaction product. The product is: [CH3:11][C:10]1[O:9][N:8]=[CH:7][C:6]=1[C:4](=[O:5])[CH3:13]. (4) Given the reactants [CH3:1][C:2]1[C:6]([C:7]2[CH:8]=[C:9]([NH2:13])[CH:10]=[N:11][CH:12]=2)=[C:5]([CH3:14])[O:4][N:3]=1.Br[C:16]1[CH:17]=[C:18]([CH:23]=[CH:24][CH:25]=1)[C:19]([O:21][CH3:22])=[O:20].C([O-])([O-])=O.[Cs+].[Cs+], predict the reaction product. The product is: [CH3:1][C:2]1[C:6]([C:7]2[CH:8]=[C:9]([NH:13][C:16]3[CH:17]=[C:18]([CH:23]=[CH:24][CH:25]=3)[C:19]([O:21][CH3:22])=[O:20])[CH:10]=[N:11][CH:12]=2)=[C:5]([CH3:14])[O:4][N:3]=1. (5) Given the reactants [C:1]([C:5]1[CH:10]=[CH:9][C:8]([NH2:11])=[CH:7][CH:6]=1)([CH3:4])([CH3:3])[CH3:2].[N+:12]([O-])([O-:14])=[O:13].[K+].C([O-])(O)=O.[Na+], predict the reaction product. The product is: [C:1]([C:5]1[CH:6]=[CH:7][C:8]([NH2:11])=[CH:9][C:10]=1[N+:12]([O-:14])=[O:13])([CH3:4])([CH3:2])[CH3:3].